Dataset: Experimentally validated miRNA-target interactions with 360,000+ pairs, plus equal number of negative samples. Task: Binary Classification. Given a miRNA mature sequence and a target amino acid sequence, predict their likelihood of interaction. (1) The miRNA is hsa-miR-6515-5p with sequence UUGGAGGGUGUGGAAGACAUC. The protein sequence of the target gene is MSDKDDIETPLLTEAAPILEDGNCEPAKNSESVDQGAKPESKSEPVVSTRKRPETKPSSDLETSKVLPIQDNVSKDVPQTRWGYWGSWGKSILSSASATVATVGQGISNVIEKAETSLGIPGPSEISTEVKYVAGETNAKENENSSPVAGAFGVFSTISTAVQSTGKSVISGGLDALEFIGKKTMDVIAEGDPGFKRTKGLMNRNATLSQVLREAKEKEEIRTSNEVTVETDKKTHYGLLFDEFQGLSHLEALEMLSQESEIKVKSILNSLSGEELETLKVELEQLKETFSLAEFCEEEE.... Result: 0 (no interaction). (2) The miRNA is hsa-miR-190a-3p with sequence CUAUAUAUCAAACAUAUUCCU. The protein sequence of the target gene is MDTGVIEGGLNVTLTIRLLMHGKEVGSIIGKKGESVKKMREESGARINISEGNCPERIITLAGPTNAIFKAFAMIIDKLEEDISSSMTNSTAASRPPVTLRLVVPASQCGSLIGKGGCKIKEIRESTGAQVQVAGDMLPNSTERAITIAGIPQSIIECVKQICVVMLETLSQSPPKGVTIPYRPKPSSSPVIFAGGQDRYSTGSDSASFPHTTPSMCLNPDLEGPPLEAYTIQGQYAIPQPDLTKLHQLAMQQSHFPMTHGNTGFSGIESSSPEVKGYWGLDASAQTTSHELTIPNDLIG.... Result: 1 (interaction). (3) The miRNA is mmu-miR-130a-3p with sequence CAGUGCAAUGUUAAAAGGGCAU. The protein sequence of the target gene is MATIVPCSLEKEEGAPSGPRRLQTEIDVDANDSGNELSMGGSSSEGDSMSHHRGEHSPNHHHQDNHLGSGPPPPQFTGSLFDTPPSMIQSPQQQPQFQFNTGFGLGLPQDSFRCSVCSKSSTIGVLPFVCAHKTCQSCYQMTPSSYDRRACKLCGAVSTATANFTSQMYLSPTLPSPPRGALMSDCSTPTMNNHINSSTPLHQPRAFSFSLSGMPGSPSPVMGARMPSSAGGLMMRPIGFPDSDSSLTSWSPLQQPSQLSINNLSSIGGHQQQSPMLMQNVFDSLAVNDDTPVFSPLSPT.... Result: 0 (no interaction). (4) The miRNA is hsa-miR-3621 with sequence CGCGGGUCGGGGUCUGCAGG. The protein sequence of the target gene is MVFLKFFCMSFFCHLCQGYFDGPLYPEMSNGTLHHYFVPDGDYEENDDPEKCQLLFRVSDHRRCSQGEGSQVGSLLSLTLREEFTVLGRQVEDAGRVLEGISKSISYDLDGEESYGKYLRRESHQIGDAYSNSDKSLTELESKFKQGQEQDSRQESRLNEDFLGMLVHTRSLLKETLDISVGLRDKYELLALTIRSHGTRLGRLKNDYLKV. Result: 0 (no interaction). (5) The miRNA is mmu-miR-362-3p with sequence AACACACCUGUUCAAGGAUUCA. The protein sequence of the target gene is MGNTTSERVSGERHGAKAARAEGGGHGPGKEHKIMVGSTDDPSVFSLPDSKLPGDKEFVPWQQDLDDSVKPAQQARPTVIRWSEGGKEVFISGSFNNWSTKIPLIKSHNDFVAILDLPEGEHQYKFFVDGQWVHDPSEPVVTSQLGTINNLIHVKKSDFEVFDALKLDSMESSETSCRDLSSSPPGPYGQEMYVFRSEERFKSPPILPPHLLQVILNKDTNISCDPALLPEPNHVMLNHLYALSIKDSVMVLSATHRYKKKYVTTLLYKPI. Result: 1 (interaction).